Dataset: Reaction yield outcomes from USPTO patents with 853,638 reactions. Task: Predict the reaction yield, written as a fraction of the theoretical maximum amount of product (1.0 means a 100% yield; for example, 0.34 means a 34% yield). (1) No catalyst specified. The reactants are [NH:1]1[CH2:6][CH2:5][S:4][CH2:3][CH2:2]1.C[Al](C)C.[F:11][C:12]1[CH:17]=[CH:16][CH:15]=[C:14]([F:18])[C:13]=1[N:19]1[C:24]2[N:25]=[C:26]([NH:37][CH2:38][C:39](OC)=[O:40])[N:27]=[C:28]([C:29]3[CH:34]=[CH:33][C:32]([F:35])=[CH:31][C:30]=3[CH3:36])[C:23]=2[CH:22]=[CH:21][C:20]1=[O:43]. The product is [F:11][C:12]1[CH:17]=[CH:16][CH:15]=[C:14]([F:18])[C:13]=1[N:19]1[C:24]2[N:25]=[C:26]([NH:37][CH2:38][C:39](=[O:40])[N:1]3[CH2:6][CH2:5][S:4][CH2:3][CH2:2]3)[N:27]=[C:28]([C:29]3[CH:34]=[CH:33][C:32]([F:35])=[CH:31][C:30]=3[CH3:36])[C:23]=2[CH:22]=[CH:21][C:20]1=[O:43]. The yield is 0.860. (2) The reactants are C([O:3][C:4](=[O:39])[CH2:5][O:6][C:7]1[CH:8]=[C:9]2[C:13](=[C:14]([N:16]([CH3:26])[S:17]([C:20]3[CH:25]=[CH:24][CH:23]=[CH:22][N:21]=3)(=[O:19])=[O:18])[CH:15]=1)[NH:12][C:11]([C:27]1[S:28][CH:29]([CH2:32][N:33]3[CH2:38][CH2:37][S:36][CH2:35][CH2:34]3)[CH2:30][N:31]=1)=[CH:10]2)C.[OH-].[Na+]. The catalyst is O1CCCC1.C(O)C. The product is [CH3:26][N:16]([S:17]([C:20]1[CH:25]=[CH:24][CH:23]=[CH:22][N:21]=1)(=[O:19])=[O:18])[C:14]1[CH:15]=[C:7]([O:6][CH2:5][C:4]([OH:39])=[O:3])[CH:8]=[C:9]2[C:13]=1[NH:12][C:11]([C:27]1[S:28][CH:29]([CH2:32][N:33]3[CH2:38][CH2:37][S:36][CH2:35][CH2:34]3)[CH2:30][N:31]=1)=[CH:10]2. The yield is 0.530. (3) The reactants are [Cl:1][C:2]1[CH:3]=[C:4]([S:8]([NH:11][C:12]2[CH:20]=[CH:19][C:15]([C:16]([OH:18])=[O:17])=[C:14]([OH:21])[CH:13]=2)(=[O:10])=[O:9])[S:5][C:6]=1[Cl:7].[CH3:22][O:23][CH2:24][CH:25](O)[CH2:26][CH3:27]. No catalyst specified. The product is [Cl:1][C:2]1[CH:3]=[C:4]([S:8]([NH:11][C:12]2[CH:20]=[CH:19][C:15]([C:16]([O:18][CH:25]([CH2:24][O:23][CH3:22])[CH2:26][CH3:27])=[O:17])=[C:14]([OH:21])[CH:13]=2)(=[O:9])=[O:10])[S:5][C:6]=1[Cl:7]. The yield is 0.390. (4) The reactants are [BH4-].[Na+].[O:3]=[C:4]([CH2:16][CH2:17][CH2:18][CH2:19][CH2:20][C:21]([CH3:26])([CH3:25])[C:22]([OH:24])=[O:23])[CH2:5][CH2:6][CH2:7][CH2:8][CH2:9][C:10]([CH3:15])([CH3:14])[C:11]([OH:13])=[O:12].C(OCC)(=O)C.Cl. The catalyst is CO.O. The product is [OH:3][CH:4]([CH2:16][CH2:17][CH2:18][CH2:19][CH2:20][C:21]([CH3:26])([CH3:25])[C:22]([OH:24])=[O:23])[CH2:5][CH2:6][CH2:7][CH2:8][CH2:9][C:10]([CH3:15])([CH3:14])[C:11]([OH:13])=[O:12]. The yield is 0.600. (5) The reactants are [CH3:1][S:2][C:3]1[CH:8]=[CH:7][C:6]([CH2:9][C:10]([OH:12])=[O:11])=[CH:5][CH:4]=1.S(=O)(=O)(O)O.[CH3:18]O. No catalyst specified. The product is [CH3:18][O:11][C:10](=[O:12])[CH2:9][C:6]1[CH:5]=[CH:4][C:3]([S:2][CH3:1])=[CH:8][CH:7]=1. The yield is 0.980. (6) The reactants are [NH:1]([C:29]([O:31][C:32]([CH3:35])([CH3:34])[CH3:33])=[O:30])[C@H:2]([C:26](O)=O)[CH2:3][C:4](=[O:25])[NH:5][C:6]([C:19]1[CH:24]=[CH:23][CH:22]=[CH:21][CH:20]=1)([C:13]1[CH:18]=[CH:17][CH:16]=[CH:15][CH:14]=1)[C:7]1[CH:12]=[CH:11][CH:10]=[CH:9][CH:8]=1.CN1CCOCC1.ClC(OCC(C)C)=O.[CH2:51]([C:56]1[CH:57]=[C:58]([NH2:63])[C:59]([NH2:62])=[CH:60][CH:61]=1)[C:52]([CH3:55])([CH3:54])[CH3:53].C(O)(=O)C. The catalyst is C(#N)C. The product is [CH2:51]([C:56]1[CH:61]=[CH:60][C:59]2[NH:62][C:26]([C@@H:2]([NH:1][C:29](=[O:30])[O:31][C:32]([CH3:35])([CH3:34])[CH3:33])[CH2:3][C:4](=[O:25])[NH:5][C:6]([C:7]3[CH:12]=[CH:11][CH:10]=[CH:9][CH:8]=3)([C:19]3[CH:20]=[CH:21][CH:22]=[CH:23][CH:24]=3)[C:13]3[CH:14]=[CH:15][CH:16]=[CH:17][CH:18]=3)=[N:63][C:58]=2[CH:57]=1)[C:52]([CH3:55])([CH3:54])[CH3:53]. The yield is 0.930.